From a dataset of Catalyst prediction with 721,799 reactions and 888 catalyst types from USPTO. Predict which catalyst facilitates the given reaction. The catalyst class is: 4. Product: [Br:1][CH2:29][C:26]1[S:25][C:24]([C:15]2[CH:14]=[C:13]([NH:5][CH:2]3[CH2:4][CH2:3]3)[N:18]3[N:19]=[CH:20][C:21]([CH:22]=[O:23])=[C:17]3[N:16]=2)=[CH:28][CH:27]=1. Reactant: [BrH:1].[CH:2]1([N:5]([C:13]2[N:18]3[N:19]=[CH:20][C:21]([CH:22]=[O:23])=[C:17]3[N:16]=[C:15]([C:24]3[S:25][C:26]([CH2:29]O)=[CH:27][CH:28]=3)[CH:14]=2)C(=O)OC(C)(C)C)[CH2:4][CH2:3]1.